The task is: Predict the reaction yield, written as a fraction of the theoretical maximum amount of product (1.0 means a 100% yield; for example, 0.34 means a 34% yield).. This data is from Reaction yield outcomes from USPTO patents with 853,638 reactions. (1) The reactants are [F:1][C:2]1[CH:3]=[C:4]([CH3:12])[C:5]([O:10][CH3:11])=[C:6]([CH:9]=1)[CH:7]=[O:8].[CH3:13][Mg]Br. The catalyst is C(OCC)C. The product is [F:1][C:2]1[CH:3]=[C:4]([CH3:12])[C:5]([O:10][CH3:11])=[C:6]([CH:7]([OH:8])[CH3:13])[CH:9]=1. The yield is 0.760. (2) The reactants are [Cl:1][C:2]1[CH:3]=[C:4]([C@@H:9]([CH2:21][CH:22]2[CH2:27][CH2:26][CH2:25][CH2:24][O:23]2)[C:10](N2[C@@H](C(C)C)COC2=O)=[O:11])[CH:5]=[CH:6][C:7]=1[Cl:8].OO.[OH-].[Li+].S([O-])([O-])=[O:33].[Na+].[Na+].C(=O)(O)[O-].[Na+]. The catalyst is O1CCCC1.O. The product is [Cl:1][C:2]1[CH:3]=[C:4]([C@@H:9]([CH2:21][CH:22]2[CH2:27][CH2:26][CH2:25][CH2:24][O:23]2)[C:10]([OH:11])=[O:33])[CH:5]=[CH:6][C:7]=1[Cl:8]. The yield is 0.480. (3) The reactants are [C:1]([Si:5]([O:8][CH:9]([CH2:14][CH2:15][C:16]1[CH:21]=[CH:20][C:19]([CH:22](CC)[CH2:23][CH2:24]C2(B3OC(C)(C)C(C)(C)O3)C=CC=C(C)C2)=[CH:18][C:17]=1[CH3:43])[C:10]([CH3:13])([CH3:12])[CH3:11])([CH3:7])[CH3:6])([CH3:4])([CH3:3])[CH3:2].C1(P(C2CCCCC2)[C:51]2[CH:56]=[CH:55][CH:54]=[CH:53][C:52]=2[C:57]2C(OC)=CC=CC=2OC)CCCCC1.P([O-])([O-])([O-])=O.[K+].[K+].[K+].[CH3:81][O:82][C:83](=[O:93])[CH2:84][C:85]1[CH:90]=[CH:89][C:88](Cl)=[CH:87][C:86]=1[Cl:92].[N].[CH2:95](OCC)[CH3:96]. The catalyst is C([O-])(=O)C.[Pd+2].C([O-])(=O)C. The product is [CH3:81][O:82][C:83](=[O:93])[CH2:84][C:85]1[CH:90]=[CH:89][C:88]([C:51]2[CH:56]=[CH:55][C:54]([C:22]([C:19]3[CH:20]=[CH:21][C:16]([CH2:15][CH2:14][CH:9]([O:8][Si:5]([C:1]([CH3:3])([CH3:2])[CH3:4])([CH3:7])[CH3:6])[C:10]([CH3:11])([CH3:12])[CH3:13])=[C:17]([CH3:43])[CH:18]=3)([CH2:95][CH3:96])[CH2:23][CH3:24])=[CH:53][C:52]=2[CH3:57])=[CH:87][C:86]=1[Cl:92]. The yield is 0.170. (4) The reactants are Br[C:2]1[CH:3]=[CH:4][C:5]2[O:9][C:8]([CH:10]=[O:11])=[CH:7][C:6]=2[CH:12]=1.[CH2:13]([B-](F)(F)F)[CH2:14][CH2:15][CH3:16].[K+]. No catalyst specified. The product is [CH2:13]([C:2]1[CH:3]=[CH:4][C:5]2[O:9][C:8]([CH:10]=[O:11])=[CH:7][C:6]=2[CH:12]=1)[CH2:14][CH2:15][CH3:16]. The yield is 0.900. (5) The catalyst is CN(C=O)C.O. The product is [C:1]1([C:14]2[CH:19]=[CH:18][CH:17]=[CH:16][CH:15]=2)[CH:2]=[CH:3][C:4]([NH:7][C:8](=[O:13])[CH2:9][C:10]([N:35]2[CH2:31][CH2:30][CH:29]([O:57][C:56]3[CH:64]=[CH:65][CH:66]=[CH:67][C:55]=3[N+:52]([O-:54])=[O:53])[CH2:34][CH2:33]2)=[O:12])=[CH:5][CH:6]=1. The reactants are [C:1]1([C:14]2[CH:19]=[CH:18][CH:17]=[CH:16][CH:15]=2)[CH:6]=[CH:5][C:4]([NH:7][C:8](=[O:13])[CH2:9][C:10]([OH:12])=O)=[CH:3][CH:2]=1.CCN(C(C)C)C(C)C.[CH:29]1[CH:30]=[CH:31]C2N(O)N=[N:35][C:33]=2[CH:34]=1.CCN=C=NCCCN(C)C.Cl.Cl.[N+:52]([C:55]1[CH:67]=[CH:66][CH:65]=[CH:64][C:56]=1[O:57]N1CCCCC1)([O-:54])=[O:53]. The yield is 0.720. (6) The reactants are [NH2:1][C:2]1[CH:3]=[CH:4][CH:5]=[C:6]2[C:11]=1[N:10]=[CH:9][CH:8]=[CH:7]2.Cl[S:13]([C:16]1[CH:25]=[CH:24][CH:23]=[CH:22][C:17]=1[C:18]([O:20][CH3:21])=[O:19])(=[O:15])=[O:14]. The catalyst is CN(C1C=CN=CC=1)C. The product is [CH3:21][O:20][C:18](=[O:19])[C:17]1[CH:22]=[CH:23][CH:24]=[CH:25][C:16]=1[S:13](=[O:14])(=[O:15])[NH:1][C:2]1[CH:3]=[CH:4][CH:5]=[C:6]2[C:11]=1[N:10]=[CH:9][CH:8]=[CH:7]2. The yield is 0.350. (7) The product is [NH2:1][O:2][CH:3]([C:10]1[CH:15]=[CH:14][CH:13]=[CH:12][CH:11]=1)[CH2:4][CH2:5][CH2:6][OH:7]. The reactants are [NH2:1][O:2][CH:3]([C:10]1[CH:15]=[CH:14][CH:13]=[CH:12][CH:11]=1)[CH2:4][CH2:5][C:6](OC)=[O:7].[H-].[H-].[H-].[H-].[Li+].[Al+3]. The yield is 0.460. The catalyst is CCOCC. (8) The yield is 0.810. The catalyst is C(Cl)Cl.CC(O)=O.CO.C1COCC1. The reactants are [Br:1][C:2]1[CH:3]=[C:4]2[C:11]([C:12]([O:14]C)=[O:13])=[C:10]([C:16]3[CH:21]=[CH:20][C:19]([F:22])=[CH:18][CH:17]=3)[O:9][C:5]2=[N:6][C:7]=1[Cl:8].BrC1C=C2C=C(C3C=CC(F)=CC=3)OC2=NC=1Cl.[OH-].[Na+]. The product is [Br:1][C:2]1[CH:3]=[C:4]2[C:11]([C:12]([OH:14])=[O:13])=[C:10]([C:16]3[CH:21]=[CH:20][C:19]([F:22])=[CH:18][CH:17]=3)[O:9][C:5]2=[N:6][C:7]=1[Cl:8]. (9) The reactants are C(OC1C=CN(CC(C2C=CC(C[Br:25])=CC=2C)=O)C(=O)C=1)C1C=CC=CC=1.[Cl:28][C:29]1[CH:30]=[CH:31][C:32]([CH2:35][O:36][C:37]2[CH:42]=[N:41][N:40]([CH2:43][C:44]([C:46]3[CH:51]=[CH:50][C:49]([CH2:52]O)=[CH:48][C:47]=3[CH3:54])=[O:45])[C:39](=[O:55])[CH:38]=2)=[N:33][CH:34]=1.C(OC1C=CN(CC(C2C=CC(CO)=CC=2C)=O)C(=O)C=1)C1C=CC=CC=1. No catalyst specified. The product is [Br:25][CH2:52][C:49]1[CH:50]=[CH:51][C:46]([C:44](=[O:45])[CH2:43][N:40]2[C:39](=[O:55])[CH:38]=[C:37]([O:36][CH2:35][C:32]3[CH:31]=[CH:30][C:29]([Cl:28])=[CH:34][N:33]=3)[CH:42]=[N:41]2)=[C:47]([CH3:54])[CH:48]=1. The yield is 0.830.